This data is from Full USPTO retrosynthesis dataset with 1.9M reactions from patents (1976-2016). The task is: Predict the reactants needed to synthesize the given product. (1) Given the product [F:1][C:2]1[CH:3]=[CH:4][C:5]([S:8]([NH:11][C@@H:12]([C:16]([O:18][C:20]([CH3:22])([CH3:21])[CH3:19])=[O:17])[CH:13]([CH3:15])[CH3:14])(=[O:9])=[O:10])=[CH:6][CH:7]=1, predict the reactants needed to synthesize it. The reactants are: [F:1][C:2]1[CH:7]=[CH:6][C:5]([S:8]([NH:11][C@@H:12]([C:16]([OH:18])=[O:17])[CH:13]([CH3:15])[CH3:14])(=[O:10])=[O:9])=[CH:4][CH:3]=1.[CH3:19][C:20](=[CH2:22])[CH3:21].OS(O)(=O)=O. (2) Given the product [CH2:1]([O:3][C:4](=[O:14])[NH:5][C:6]1[CH:11]=[CH:10][C:9]([CH:32]=[O:33])=[CH:8][C:7]=1[Cl:13])[CH3:2], predict the reactants needed to synthesize it. The reactants are: [CH2:1]([O:3][C:4](=[O:14])[NH:5][C:6]1[CH:11]=[CH:10][C:9](Br)=[CH:8][C:7]=1[Cl:13])[CH3:2].C([Mg]CCCC)CCC.C([Li])CCC.CN([CH:32]=[O:33])C.